Dataset: Retrosynthesis with 50K atom-mapped reactions and 10 reaction types from USPTO. Task: Predict the reactants needed to synthesize the given product. Given the product COC(=O)C1=C(NC(C)=O)C(CCCCC(=O)N2CCCCC2)SC1, predict the reactants needed to synthesize it. The reactants are: CC(=O)OC(C)=O.COC(=O)C1=C(N)C(CCCCC(=O)N2CCCCC2)SC1.